This data is from Reaction yield outcomes from USPTO patents with 853,638 reactions. The task is: Predict the reaction yield, written as a fraction of the theoretical maximum amount of product (1.0 means a 100% yield; for example, 0.34 means a 34% yield). (1) The reactants are [Cl:1][C:2]1[CH:35]=[CH:34][CH:33]=[C:32]([F:36])[C:3]=1[CH2:4][N:5]1[C:13]2[C:12](=[O:14])[N:11]([CH2:15][CH3:16])[C:10](=[O:17])[N:9]([CH2:18][C:19]([O:21]C(C)(C)C)=[O:20])[C:8]=2[N:7]=[C:6]1[N:26]1[CH2:31][CH2:30][CH2:29][CH2:28][CH2:27]1.C(O)(C(F)(F)F)=O. The catalyst is C(Cl)Cl. The product is [Cl:1][C:2]1[CH:35]=[CH:34][CH:33]=[C:32]([F:36])[C:3]=1[CH2:4][N:5]1[C:13]2[C:12](=[O:14])[N:11]([CH2:15][CH3:16])[C:10](=[O:17])[N:9]([CH2:18][C:19]([OH:21])=[O:20])[C:8]=2[N:7]=[C:6]1[N:26]1[CH2:27][CH2:28][CH2:29][CH2:30][CH2:31]1. The yield is 0.900. (2) The reactants are FC(F)(F)C(O)=O.ClC1C(N[C@@H]2[C@@H]3C[C@@H](C=C3)[C@@H]2C(N)=O)=C2N=[C:16]([C:18]3[CH:23]=C[C:21]([CH2:24][N:25]4[CH2:30][CH2:29][O:28][CH2:27][CH2:26]4)=[CH:20][CH:19]=3)NC2=NC=1.[NH2:42][C:43]1[C:48]([NH2:49])=[C:47]([NH:50][C@@H:51]2[C@@H:56]3[CH2:57][C@@H:53]([CH:54]=[CH:55]3)[C@@H:52]2[C:58]([NH2:60])=[O:59])[C:46]([Cl:61])=[CH:45][N:44]=1. No catalyst specified. The product is [Cl:61][C:46]1[C:47]([NH:50][C@@H:51]2[C@@H:56]3[CH2:57][C@@H:53]([CH:54]=[CH:55]3)[C@@H:52]2[C:58]([NH2:60])=[O:59])=[C:48]2[N:49]=[C:23]([C:18]3[CH:19]=[CH:20][CH:21]=[C:24]([N:25]4[CH2:26][CH2:27][O:28][CH2:29][CH2:30]4)[CH:16]=3)[NH:42][C:43]2=[N:44][CH:45]=1. The yield is 0.690. (3) The reactants are [C:1]([O:4][C@H:5]1[C@@H:19]([O:20][C:21](=[O:23])[CH3:22])[C@H:18]([O:24][C:25](=[O:27])[CH3:26])[C@@H:17]([CH2:28][O:29][C:30](=[O:32])[CH3:31])[O:16][C@@H:6]1[O:7][C:8]1[CH:13]=[CH:12][C:11](I)=[CH:10][C:9]=1[Cl:15])(=[O:3])[CH3:2].[NH:33]1[C:37]2=[N:38][CH:39]=[C:40]([C:42]#[N:43])[CH:41]=[C:36]2[CH:35]=[CH:34]1.[O-]P([O-])([O-])=O.[K+].[K+].[K+].[C@@H]1(N)CCCC[C@H]1N. The catalyst is [Cu]I. The product is [C:1]([O:4][C@H:5]1[C@@H:19]([O:20][C:21](=[O:23])[CH3:22])[C@H:18]([O:24][C:25](=[O:27])[CH3:26])[C@@H:17]([CH2:28][O:29][C:30](=[O:32])[CH3:31])[O:16][C@@H:6]1[O:7][C:8]1[CH:13]=[CH:12][C:11]([N:33]2[C:37]3=[N:38][CH:39]=[C:40]([C:42]#[N:43])[CH:41]=[C:36]3[CH:35]=[CH:34]2)=[CH:10][C:9]=1[Cl:15])(=[O:3])[CH3:2]. The yield is 0.800.